Dataset: Full USPTO retrosynthesis dataset with 1.9M reactions from patents (1976-2016). Task: Predict the reactants needed to synthesize the given product. (1) Given the product [F:8][C:4]1[CH:5]=[CH:6][CH:7]=[C:2]([F:1])[C:3]=1[C:9]1[C:18]2[CH:17]=[C:16]([C:19]3[CH:20]=[N:56][NH:55][N:54]=3)[CH:15]=[CH:14][C:13]=2[C:12]2=[N:21][N:22]([CH2:35][O:36][CH2:37][CH2:38][Si:39]([CH3:40])([CH3:42])[CH3:41])[C:23]([NH:24][CH:25]3[CH2:30][CH2:29][N:28]([S:31]([CH3:34])(=[O:33])=[O:32])[CH2:27][CH2:26]3)=[C:11]2[N:10]=1, predict the reactants needed to synthesize it. The reactants are: [F:1][C:2]1[CH:7]=[CH:6][CH:5]=[C:4]([F:8])[C:3]=1[C:9]1[C:18]2[CH:17]=[C:16]([C:19]#[CH:20])[CH:15]=[CH:14][C:13]=2[C:12]2=[N:21][N:22]([CH2:35][O:36][CH2:37][CH2:38][Si:39]([CH3:42])([CH3:41])[CH3:40])[C:23]([NH:24][CH:25]3[CH2:30][CH2:29][N:28]([S:31]([CH3:34])(=[O:33])=[O:32])[CH2:27][CH2:26]3)=[C:11]2[N:10]=1.CO.CN(C=O)C.C[Si]([N:54]=[N+:55]=[N-:56])(C)C. (2) Given the product [CH:1]1([C:7]2[CH:8]=[C:9]3[C:10]([CH2:13][CH2:14][CH2:15][C:16]3=[O:18])=[CH:11][CH:12]=2)[CH2:2][CH2:3][CH2:4][CH2:5][CH2:6]1, predict the reactants needed to synthesize it. The reactants are: [CH:1]1([C:7]2[CH:12]=[CH:11][C:10]([CH2:13][CH2:14][CH2:15][C:16]([OH:18])=O)=[CH:9][CH:8]=2)[CH2:6][CH2:5][CH2:4][CH2:3][CH2:2]1.